From a dataset of Forward reaction prediction with 1.9M reactions from USPTO patents (1976-2016). Predict the product of the given reaction. (1) Given the reactants Br[CH2:2][CH2:3][O:4][C:5]1[C:10]([O:11][CH2:12][CH2:13][CH:14]([C:16]2[CH:21]=[CH:20][C:19]([F:22])=[CH:18][CH:17]=2)[CH3:15])=[C:9]([O:23][CH3:24])[C:8]([Cl:25])=[C:7]([CH3:26])[C:6]=1[C:27](=[O:29])[CH3:28].[NH:30]1[CH2:35][CH2:34][CH2:33][CH2:32][CH2:31]1, predict the reaction product. The product is: [Cl:25][C:8]1[C:7]([CH3:26])=[C:6]([C:27](=[O:29])[CH3:28])[C:5]([O:4][CH2:3][CH2:2][N:30]2[CH2:35][CH2:34][CH2:33][CH2:32][CH2:31]2)=[C:10]([O:11][CH2:12][CH2:13][CH:14]([C:16]2[CH:21]=[CH:20][C:19]([F:22])=[CH:18][CH:17]=2)[CH3:15])[C:9]=1[O:23][CH3:24]. (2) Given the reactants [C:1]1([C:7]2(O)[CH:12]=[CH:11][CH:10]=[CH:9][CH2:8]2)[CH:6]=[CH:5][CH:4]=[CH:3][CH:2]=1.[CH:14]([N:27]1[CH2:30][CH:29]([OH:31])[CH2:28]1)([C:21]1[CH:26]=[CH:25][CH:24]=[CH:23][CH:22]=1)[C:15]1[CH:20]=[CH:19][CH:18]=[CH:17][CH:16]=1.C1(P(C2C=CC=CC=2)C2C=CC=CC=2)C=CC=CC=1.N(C(OC(C)C)=O)=NC(OC(C)C)=O, predict the reaction product. The product is: [CH:14]([N:27]1[CH2:30][CH:29]([O:31][C:4]2[CH:5]=[CH:6][C:1]([C:7]3[CH:12]=[CH:11][CH:10]=[CH:9][CH:8]=3)=[CH:2][CH:3]=2)[CH2:28]1)([C:21]1[CH:26]=[CH:25][CH:24]=[CH:23][CH:22]=1)[C:15]1[CH:16]=[CH:17][CH:18]=[CH:19][CH:20]=1. (3) Given the reactants [CH3:1][C:2]1[CH:6]=[CH:5][S:4][C:3]=1[CH2:7][N:8]1[CH2:17][CH2:16][C:11]2([CH2:15][NH:14][CH2:13][CH2:12]2)[CH2:10][CH2:9]1.[NH:18]1[CH:22]=[CH:21][N:20]=[C:19]1[CH2:23][CH:24]([CH2:35][C:36]1[NH:37][CH:38]=[CH:39][N:40]=1)[C:25]([C:27]1[CH:34]=[CH:33][C:30]([CH:31]=O)=[CH:29][CH:28]=1)=[O:26], predict the reaction product. The product is: [NH:18]1[CH:22]=[CH:21][N:20]=[C:19]1[CH2:23][CH:24]([CH2:35][C:36]1[NH:37][CH:38]=[CH:39][N:40]=1)[C:25]([C:27]1[CH:28]=[CH:29][C:30]([CH2:31][N:14]2[CH2:13][CH2:12][C:11]3([CH2:10][CH2:9][N:8]([CH2:7][C:3]4[S:4][CH:5]=[CH:6][C:2]=4[CH3:1])[CH2:17][CH2:16]3)[CH2:15]2)=[CH:33][CH:34]=1)=[O:26]. (4) Given the reactants [N:1]1[CH:6]=[CH:5][CH:4]=[C:3]([C:7]2[CH:11]=[C:10]([C:12]([F:15])([F:14])[F:13])[N:9]([C:16]3[N:21]=[CH:20][C:19]([NH2:22])=[CH:18][CH:17]=3)[N:8]=2)[CH:2]=1.C(N(CC)C(C)C)(C)C.[CH2:32]([O:39][C:40]1[CH:41]=[C:42]([CH:46]=[CH:47][CH:48]=1)[C:43](Cl)=[O:44])[C:33]1[CH:38]=[CH:37][CH:36]=[CH:35][CH:34]=1, predict the reaction product. The product is: [CH2:32]([O:39][C:40]1[CH:41]=[C:42]([CH:46]=[CH:47][CH:48]=1)[C:43]([NH:22][C:19]1[CH:20]=[N:21][C:16]([N:9]2[C:10]([C:12]([F:13])([F:14])[F:15])=[CH:11][C:7]([C:3]3[CH:2]=[N:1][CH:6]=[CH:5][CH:4]=3)=[N:8]2)=[CH:17][CH:18]=1)=[O:44])[C:33]1[CH:34]=[CH:35][CH:36]=[CH:37][CH:38]=1. (5) Given the reactants [CH:1]([C@@H:4]1[NH:18][C:17](=[O:19])[C@H:16]([NH:20]C(=O)OCC2C=CC=CC=2)[CH2:15][C:14]2=[CH:31][N:11]([CH:12]=[N:13]2)[CH2:10][CH:9]=[CH:8][CH2:7][O:6][CH2:5]1)([CH3:3])[CH3:2], predict the reaction product. The product is: [NH2:20][C@@H:16]1[CH2:15][C:14]2=[CH:31][N:11]([CH:12]=[N:13]2)[CH2:10][CH2:9][CH2:8][CH2:7][O:6][CH2:5][C@H:4]([CH:1]([CH3:2])[CH3:3])[NH:18][C:17]1=[O:19]. (6) Given the reactants [F:1][C:2]([F:51])([F:50])[C:3]1[CH:4]=[C:5]([CH:43]=[C:44]([C:46]([F:49])([F:48])[F:47])[CH:45]=1)[CH2:6][N:7]([CH2:20][C:21]1[CH:26]=[C:25]([C:27]([F:30])([F:29])[F:28])[CH:24]=[CH:23][C:22]=1[N:31]([CH2:41][CH3:42])[CH2:32][CH2:33][C:34]([O:36]C(C)(C)C)=[O:35])[C:8]1[N:13]=[CH:12][C:11]([N:14]2[CH2:19][CH2:18][O:17][CH2:16][CH2:15]2)=[CH:10][N:9]=1.C(=O)(O)[O-].[Na+], predict the reaction product. The product is: [F:51][C:2]([F:1])([F:50])[C:3]1[CH:4]=[C:5]([CH:43]=[C:44]([C:46]([F:47])([F:49])[F:48])[CH:45]=1)[CH2:6][N:7]([CH2:20][C:21]1[CH:26]=[C:25]([C:27]([F:28])([F:29])[F:30])[CH:24]=[CH:23][C:22]=1[N:31]([CH2:41][CH3:42])[CH2:32][CH2:33][C:34]([OH:36])=[O:35])[C:8]1[N:13]=[CH:12][C:11]([N:14]2[CH2:15][CH2:16][O:17][CH2:18][CH2:19]2)=[CH:10][N:9]=1. (7) The product is: [C:20]([N:5]1[CH2:6][CH2:7][CH:2]([OH:1])[CH2:3][CH2:4]1)([O:19][C:15]([CH3:18])([CH3:17])[CH3:16])=[O:21]. Given the reactants [OH:1][CH:2]1[CH2:7][CH2:6][NH:5][CH2:4][CH2:3]1.C(N(CC)CC)C.[C:15]([O:19][C:20](O[C:20]([O:19][C:15]([CH3:18])([CH3:17])[CH3:16])=[O:21])=[O:21])([CH3:18])([CH3:17])[CH3:16], predict the reaction product. (8) Given the reactants C[Si]([N-][Si](C)(C)C)(C)C.[K+].[CH3:11][C@H:12]1[NH:17][C@@H:16]([CH3:18])[CH2:15][N:14]([C:19]([O:21][C:22]([CH3:25])([CH3:24])[CH3:23])=[O:20])[CH2:13]1.Br[C:27]1[CH:32]=[CH:31][CH:30]=[CH:29][C:28]=1[CH3:33], predict the reaction product. The product is: [CH3:18][CH:16]1[N:17]([C:32]2[CH:27]=[C:28]([CH3:33])[CH:29]=[CH:30][CH:31]=2)[CH:12]([CH3:11])[CH2:13][N:14]([C:19]([O:21][C:22]([CH3:23])([CH3:25])[CH3:24])=[O:20])[CH2:15]1. (9) Given the reactants COC1C=CC(C[N:8]2[CH2:14][CH2:13][CH2:12][CH2:11][CH:10]([C:15]3[S:16][C:17]([C:20]4[CH:25]=[C:24]([NH:26][C:27]5[N:32]=[C:31]([C:33]([F:36])([F:35])[F:34])[CH:30]=[CH:29][N:28]=5)[CH:23]=[C:22]([CH3:37])[CH:21]=4)=[CH:18][N:19]=3)[C:9]2=[O:38])=CC=1.FC(F)(F)C(O)=O.FC(F)(F)S(O)(=O)=O, predict the reaction product. The product is: [CH3:37][C:22]1[CH:21]=[C:20]([C:17]2[S:16][C:15]([CH:10]3[CH2:11][CH2:12][CH2:13][CH2:14][NH:8][C:9]3=[O:38])=[N:19][CH:18]=2)[CH:25]=[C:24]([NH:26][C:27]2[N:32]=[C:31]([C:33]([F:35])([F:36])[F:34])[CH:30]=[CH:29][N:28]=2)[CH:23]=1. (10) The product is: [CH3:12][C:8]1[NH:9][C:10](=[O:11])[C:5]([C:3]2[N:29]=[C:28]([CH2:27][S:24]([C:19]3[CH:20]=[CH:21][CH:22]=[CH:23][N:18]=3)(=[O:26])=[O:25])[S:30][CH:2]=2)=[CH:6][C:7]=1[C:13]([O:15][CH2:16][CH3:17])=[O:14]. Given the reactants Br[CH2:2][C:3]([C:5]1[C:10](=[O:11])[NH:9][C:8]([CH3:12])=[C:7]([C:13]([O:15][CH2:16][CH3:17])=[O:14])[CH:6]=1)=O.[N:18]1[CH:23]=[CH:22][CH:21]=[CH:20][C:19]=1[S:24]([CH2:27][C:28](=[S:30])[NH2:29])(=[O:26])=[O:25], predict the reaction product.